Dataset: Forward reaction prediction with 1.9M reactions from USPTO patents (1976-2016). Task: Predict the product of the given reaction. (1) Given the reactants [O:1]([CH2:8][C@H:9]1[O:11][CH2:10]1)[C:2]1[CH:7]=[CH:6][CH:5]=[CH:4][CH:3]=1.[OH-].[NH4+:13], predict the reaction product. The product is: [NH2:13][CH2:10][C@H:9]([OH:11])[CH2:8][O:1][C:2]1[CH:7]=[CH:6][CH:5]=[CH:4][CH:3]=1. (2) Given the reactants [OH:1][C@H:2]1[CH2:7][N:6](C(OCC2C=CC=CC=2)=O)[C@H:5]([CH3:18])[CH2:4][CH2:3]1.[C:27](O[C:27]([O:29][C:30]([CH3:33])([CH3:32])[CH3:31])=[O:28])([O:29][C:30]([CH3:33])([CH3:32])[CH3:31])=[O:28], predict the reaction product. The product is: [OH:1][C@H:2]1[CH2:7][N:6]([C:27]([O:29][C:30]([CH3:31])([CH3:32])[CH3:33])=[O:28])[C@H:5]([CH3:18])[CH2:4][CH2:3]1. (3) Given the reactants [OH:1][N:2]=[C:3]([NH2:10])[C:4]1[CH:9]=[CH:8][CH:7]=[N:6][CH:5]=1.[N+:11]([C:14]1[CH:15]=[C:16]([CH:20]=[CH:21][CH:22]=1)[C:17](Cl)=O)([O-:13])=[O:12].N, predict the reaction product. The product is: [N+:11]([C:14]1[CH:15]=[C:16]([C:17]2[O:1][N:2]=[C:3]([C:4]3[CH:5]=[N:6][CH:7]=[CH:8][CH:9]=3)[N:10]=2)[CH:20]=[CH:21][CH:22]=1)([O-:13])=[O:12]. (4) Given the reactants [OH:1][N:2]=[C:3]([C:5]1[CH:13]=[CH:12][C:8]2[NH:9][CH:10]=[N:11][C:7]=2[CH:6]=1)[NH2:4].[CH3:14]C1C2NC=NC=2C=C(C#N)C=1, predict the reaction product. The product is: [OH:1][N:2]=[C:3]([C:5]1[CH:13]=[C:12]([CH3:14])[C:8]2[NH:9][CH:10]=[N:11][C:7]=2[CH:6]=1)[NH2:4]. (5) Given the reactants C(OC([N:8]1[CH2:13][CH2:12][CH:11]([CH2:14][N:15]([CH:19]2[CH2:28][CH2:27][C:26]3[C:21](=[CH:22][C:23]([O:29][S:30]([C:33]4[C:34]([CH3:39])=[N:35][O:36][C:37]=4[CH3:38])(=[O:32])=[O:31])=[CH:24][CH:25]=3)[CH2:20]2)[CH2:16][CH2:17][CH3:18])[CH2:10][CH2:9]1)=O)(C)(C)C.FC(F)(F)C(O)=O, predict the reaction product. The product is: [NH:8]1[CH2:13][CH2:12][CH:11]([CH2:14][N:15]([CH2:16][CH2:17][CH3:18])[CH:19]2[CH2:20][C:21]3[CH:22]=[C:23]([O:29][S:30]([C:33]4[C:34]([CH3:39])=[N:35][O:36][C:37]=4[CH3:38])(=[O:32])=[O:31])[CH:24]=[CH:25][C:26]=3[CH2:27][CH2:28]2)[CH2:10][CH2:9]1.